This data is from Catalyst prediction with 721,799 reactions and 888 catalyst types from USPTO. The task is: Predict which catalyst facilitates the given reaction. (1) Reactant: [Br:1][C:2]1[C:14](=[O:15])[N:13]([CH:16]2[CH2:20][CH2:19][CH2:18][CH2:17]2)[C:5]2[N:6]=[C:7](S(C)=O)[N:8]=[CH:9][C:4]=2[C:3]=1[CH3:21].[CH3:22][O:23][C:24]1[CH:31]=[CH:30][C:27]([CH2:28][NH2:29])=[CH:26][CH:25]=1. Product: [Br:1][C:2]1[C:14](=[O:15])[N:13]([CH:16]2[CH2:20][CH2:19][CH2:18][CH2:17]2)[C:5]2[N:6]=[C:7]([NH:29][CH2:28][C:27]3[CH:30]=[CH:31][C:24]([O:23][CH3:22])=[CH:25][CH:26]=3)[N:8]=[CH:9][C:4]=2[C:3]=1[CH3:21]. The catalyst class is: 11. (2) Reactant: C([O:3][C:4](=[O:30])[C:5]1[CH:10]=[CH:9][C:8]([N:11]2[CH2:17][CH:16]3[CH:12]2[CH2:13][N:14]([C:18](=[O:29])[NH:19][CH2:20][C:21]2[CH:26]=[CH:25][C:24]([Cl:27])=[CH:23][C:22]=2[Cl:28])[CH2:15]3)=[CH:7][CH:6]=1)C.[OH-].[Na+]. Product: [Cl:28][C:22]1[CH:23]=[C:24]([Cl:27])[CH:25]=[CH:26][C:21]=1[CH2:20][NH:19][C:18]([N:14]1[CH2:13][CH:12]2[CH:16]([CH2:17][N:11]2[C:8]2[CH:9]=[CH:10][C:5]([C:4]([OH:30])=[O:3])=[CH:6][CH:7]=2)[CH2:15]1)=[O:29]. The catalyst class is: 111. (3) Reactant: [N+:1]([C:4]1[CH:5]=[C:6]2[C:10](=[CH:11][CH:12]=1)[NH:9][CH:8]=[C:7]2[C:13]1[CH2:18][CH2:17][C:16](=O)[CH2:15][CH:14]=1)([O-:3])=[O:2].CC(O)=O.Cl.[CH3:25][NH2:26].[OH-].[Na+]. Product: [CH3:25][NH:26][CH:16]1[CH2:17][CH2:18][C:13]([C:7]2[C:6]3[C:10](=[CH:11][CH:12]=[C:4]([N+:1]([O-:3])=[O:2])[CH:5]=3)[NH:9][CH:8]=2)=[CH:14][CH2:15]1. The catalyst class is: 26.